From a dataset of Forward reaction prediction with 1.9M reactions from USPTO patents (1976-2016). Predict the product of the given reaction. Given the reactants [Cl:1][C:2]1[CH:3]=[C:4]([NH:9][C:10]([C:13]2[N:14]=[N:15][S:16][C:17]=2[CH2:18][O:19][Si](C(C)C)(C(C)C)C(C)C)=[N:11][OH:12])[CH:5]=[CH:6][C:7]=1[F:8].Cl, predict the reaction product. The product is: [Cl:1][C:2]1[CH:3]=[C:4]([NH:9][C:10]([C:13]2[N:14]=[N:15][S:16][C:17]=2[CH2:18][OH:19])=[N:11][OH:12])[CH:5]=[CH:6][C:7]=1[F:8].